From a dataset of Full USPTO retrosynthesis dataset with 1.9M reactions from patents (1976-2016). Predict the reactants needed to synthesize the given product. (1) Given the product [F:1][CH:2]([F:5])[CH2:3][N:10]1[C:6](=[O:16])[C:7]2[C:8](=[CH:12][CH:13]=[CH:14][CH:15]=2)[C:9]1=[O:11], predict the reactants needed to synthesize it. The reactants are: [F:1][CH:2]([F:5])[CH2:3]Cl.[C:6]1(=[O:16])[NH:10][C:9](=[O:11])[C:8]2=[CH:12][CH:13]=[CH:14][CH:15]=[C:7]12.C(=O)([O-])[O-].[K+].[K+]. (2) Given the product [CH2:1]([O:4][C:5](=[O:6])[NH:7][C:8]1([C:11]2[CH:12]=[CH:13][C:14]([C:15]([OH:17])=[C:44]3[C:45]4[CH:46]=[CH:47][CH:48]=[CH:49][C:50]=4[O:42][C:43]3=[O:51])=[CH:18][CH:19]=2)[CH2:9][CH2:10]1)[CH:2]=[CH2:3], predict the reactants needed to synthesize it. The reactants are: [CH2:1]([O:4][C:5]([NH:7][C:8]1([C:11]2[CH:19]=[CH:18][C:14]([C:15]([OH:17])=O)=[CH:13][CH:12]=2)[CH2:10][CH2:9]1)=[O:6])[CH:2]=[CH2:3].CN(C(ON1N=NC2C=CC=CC1=2)=[N+](C)C)C.[B-](F)(F)(F)F.[O:42]1[C:50]2[C:45](=[CH:46][CH:47]=[CH:48][CH:49]=2)[CH2:44][C:43]1=[O:51].[H-].[Na+]. (3) Given the product [Br:1][C:2]1[C:3]([CH3:9])=[N:4][C:5]([N:12]2[CH2:13][C@@H:14]3[C@@H:10]([CH2:15]3)[CH:11]2[C:16]([OH:18])=[O:17])=[N:6][CH:7]=1, predict the reactants needed to synthesize it. The reactants are: [Br:1][C:2]1[C:3]([CH3:9])=[N:4][C:5](Cl)=[N:6][CH:7]=1.[C@@H:10]12[CH2:15][C@@H:14]1[CH2:13][NH:12][CH:11]2[C:16]([OH:18])=[O:17].CCN(CC)CC. (4) Given the product [C:14]([CH2:13][C@@H:3]1[CH2:4][C@H:5]([N:8]([CH:10]([CH3:12])[CH3:11])[CH3:9])[CH2:6][CH2:7][C@@H:2]1[NH:1][C:34](=[O:35])[CH2:33][NH:32][C:30](=[O:31])[C:29]1[CH:37]=[CH:38][CH:39]=[C:27]([C:26]([F:25])([F:41])[F:40])[CH:28]=1)#[N:15], predict the reactants needed to synthesize it. The reactants are: [NH2:1][C@H:2]1[CH2:7][CH2:6][C@@H:5]([N:8]([CH:10]([CH3:12])[CH3:11])[CH3:9])[CH2:4][C@H:3]1[CH2:13][C:14]#[N:15].C(N(C(C)C)CC)(C)C.[F:25][C:26]([F:41])([F:40])[C:27]1[CH:28]=[C:29]([CH:37]=[CH:38][CH:39]=1)[C:30]([NH:32][CH2:33][C:34](O)=[O:35])=[O:31].F[B-](F)(F)F.N1(OC(N(C)C)=[N+](C)C)C2C=CC=CC=2N=N1. (5) The reactants are: C(O[C:4]([N:6]1[CH2:12][C:11](=[O:13])[C:10]2[CH:14]=[C:15]([CH3:17])[O:16][C:9]=2[CH2:8][CH2:7]1)=O)C.[H-].[Al+3].[Li+].[H-].[H-].[H-]. Given the product [CH3:17][C:15]1[O:16][C:9]2[CH2:8][CH2:7][N:6]([CH3:4])[CH2:12][CH:11]([OH:13])[C:10]=2[CH:14]=1, predict the reactants needed to synthesize it. (6) Given the product [F:1][C:2]1([F:21])[CH2:3][CH:4]([CH2:6][C@H:7]([NH:13][C:14](=[O:20])[O:15][C:16]([CH3:17])([CH3:19])[CH3:18])[C:8]([C@@:9]2([CH3:11])[CH2:10][O:26]2)=[O:12])[CH2:5]1, predict the reactants needed to synthesize it. The reactants are: [F:1][C:2]1([F:21])[CH2:5][CH:4]([CH2:6][C@H:7]([NH:13][C:14](=[O:20])[O:15][C:16]([CH3:19])([CH3:18])[CH3:17])[C:8](=[O:12])[C:9]([CH3:11])=[CH2:10])[CH2:3]1.[O-]Cl.[Na+].C(=O)(O)[O-:26].[Na+].